From a dataset of Full USPTO retrosynthesis dataset with 1.9M reactions from patents (1976-2016). Predict the reactants needed to synthesize the given product. (1) Given the product [CH:1]1([CH2:4][O:5][CH:6]2[CH2:11][CH2:10][N:9]([C:18]3[CH:19]=[CH:20][C:21]4[N:22]([C:24]([C:27]([F:28])([F:30])[F:29])=[N:25][N:26]=4)[N:23]=3)[CH2:8][CH2:7]2)[CH2:2][CH2:3]1, predict the reactants needed to synthesize it. The reactants are: [CH:1]1([CH2:4][O:5][CH:6]2[CH2:11][CH2:10][NH:9][CH2:8][CH2:7]2)[CH2:3][CH2:2]1.N1([C:18]2[CH:19]=[CH:20][C:21]3[N:22]([C:24]([C:27]([F:30])([F:29])[F:28])=[N:25][N:26]=3)[N:23]=2)CCNCC1. (2) Given the product [CH2:12]1[C:6]([C:5]2[CH:25]=[CH:21][CH:22]=[CH:3][CH:4]=2)=[N:2][O:26][CH:11]1[CH2:10][C:9]([OH:14])=[O:13], predict the reactants needed to synthesize it. The reactants are: Cl[N:2]1[C:6](=O)[CH2:5][CH2:4][C:3]1=O.[C:9]([O-:14])(=[O:13])[CH2:10][CH:11]=[CH2:12].C(=O)([O-])[O-].[Na+].[Na+].[CH2:21]1[CH2:25]OC[CH2:22]1.[OH2:26].